The task is: Predict the reactants needed to synthesize the given product.. This data is from Full USPTO retrosynthesis dataset with 1.9M reactions from patents (1976-2016). The reactants are: [NH2:1][C:2]1[C:11]2[C:6](=[CH:7][CH:8]=[CH:9][CH:10]=2)[CH:5]=[CH:4][C:3]=1[C:12]([OH:21])([C:17]([F:20])([F:19])[F:18])[C:13]([F:16])([F:15])[F:14].[Cl:22][C:23]1[CH:24]=[C:25]([CH:29]=[CH:30][CH:31]=1)[C:26](Cl)=[O:27]. Given the product [Cl:22][C:23]1[CH:24]=[C:25]([CH:29]=[CH:30][CH:31]=1)[C:26]([NH:1][C:2]1[C:11]2[C:6](=[CH:7][CH:8]=[CH:9][CH:10]=2)[CH:5]=[CH:4][C:3]=1[C:12]([OH:21])([C:13]([F:14])([F:15])[F:16])[C:17]([F:18])([F:19])[F:20])=[O:27], predict the reactants needed to synthesize it.